Dataset: Reaction yield outcomes from USPTO patents with 853,638 reactions. Task: Predict the reaction yield, written as a fraction of the theoretical maximum amount of product (1.0 means a 100% yield; for example, 0.34 means a 34% yield). (1) The reactants are Br[C:2]1[CH:9]=[C:8]([N:10]2[C:14]3=[N:15][CH:16]=[CH:17][C:18]([C:19]4[CH:20]=[N:21][C:22]5[C:27]([CH:28]=4)=[CH:26][CH:25]=[CH:24][CH:23]=5)=[C:13]3[C:12]([CH3:29])=[CH:11]2)[CH:7]=[CH:6][C:3]=1[C:4]#[N:5].[O:30]1[CH2:35][CH2:34][CH:33]([NH2:36])[CH2:32][CH2:31]1.CC1C2C(=NC=CC=2C2C=NC3C(C=2)=CC=CC=3)N(C2C=CC=CC=2C(N)=O)C=1. No catalyst specified. The product is [O:30]1[CH2:35][CH2:34][CH:33]([NH:36][C:2]2[CH:9]=[C:8]([N:10]3[C:14]4=[N:15][CH:16]=[CH:17][C:18]([C:19]5[CH:20]=[N:21][C:22]6[C:27]([CH:28]=5)=[CH:26][CH:25]=[CH:24][CH:23]=6)=[C:13]4[C:12]([CH3:29])=[CH:11]3)[CH:7]=[CH:6][C:3]=2[C:4]#[N:5])[CH2:32][CH2:31]1. The yield is 0.0400. (2) The reactants are [Br:1][C:2]1[C:3]([Cl:11])=[N:4][CH:5]=[C:6]([N+:8]([O-])=O)[CH:7]=1.[Cl-].[NH4+]. The catalyst is CO.[Zn]. The product is [Br:1][C:2]1[CH:7]=[C:6]([NH2:8])[CH:5]=[N:4][C:3]=1[Cl:11]. The yield is 0.706. (3) The yield is 0.580. The product is [OH:4][CH2:3][CH2:2][N:1]([CH2:5][CH2:6][OH:7])[S:18]([C:14]1[S:13][C:12]([NH:11][C:8](=[O:10])[CH3:9])=[N:16][C:15]=1[CH3:17])(=[O:19])=[O:20]. The catalyst is O1CCOCC1. The reactants are [NH:1]([CH2:5][CH2:6][OH:7])[CH2:2][CH2:3][OH:4].[C:8]([NH:11][C:12]1[S:13][C:14]([S:18](Cl)(=[O:20])=[O:19])=[C:15]([CH3:17])[N:16]=1)(=[O:10])[CH3:9].C(N(CC)CC)C. (4) No catalyst specified. The reactants are [Cl:1][C:2]1[CH:7]=[CH:6][C:5]([C:8](=O)[CH2:9][CH2:10][C:11]([OH:13])=[O:12])=[CH:4][CH:3]=1.Cl.[O:16]([NH2:18])[CH3:17].C(=O)([O-])[O-].[Na+].[Na+].[CH2:25](O)[CH3:26]. The yield is 0.970. The product is [Cl:1][C:2]1[CH:7]=[CH:6][C:5]([C:8](=[N:18][O:16][CH3:17])[CH2:9][CH2:10][C:11]([O:13][CH2:25][CH3:26])=[O:12])=[CH:4][CH:3]=1. (5) The reactants are [CH:1]([N:4]1[C:8]([C:9]2[S:10][C:11]3[CH2:12][CH2:13][O:14][C:15]4[CH:22]=[CH:21][C:20]([C:23]5[C:24](=[O:29])[NH:25][CH:26]=[CH:27][CH:28]=5)=[CH:19][C:16]=4[C:17]=3[N:18]=2)=[N:7][CH:6]=[N:5]1)([CH3:3])[CH3:2].I[CH:31]([CH3:33])[CH3:32]. No catalyst specified. The product is [CH:31]([N:25]1[CH:26]=[CH:27][CH:28]=[C:23]([C:20]2[CH:21]=[CH:22][C:15]3[O:14][CH2:13][CH2:12][C:11]4[S:10][C:9]([C:8]5[N:4]([CH:1]([CH3:3])[CH3:2])[N:5]=[CH:6][N:7]=5)=[N:18][C:17]=4[C:16]=3[CH:19]=2)[C:24]1=[O:29])([CH3:33])[CH3:32]. The yield is 0.120. (6) The reactants are [CH3:1][S:2][C:3]1[CH:8]=[CH:7][C:6](B2OC(C)(C)C(C)(C)O2)=[CH:5][N:4]=1.Cl[C:19]1[N:20]=[C:21]2[C:26](=[CH:27][CH:28]=1)[N:25]=[CH:24][C:23]1[CH:29]=[CH:30][C:31](=[O:43])[N:32]([C:33]3[CH:38]=[CH:37][CH:36]=[C:35]([C:39]([F:42])([F:41])[F:40])[CH:34]=3)[C:22]2=1.C(=O)([O-])[O-].[Na+].[Na+]. The catalyst is C1(P(C2C=CC=CC=2)C2C=CC=CC=2)C=CC=CC=1.C1(P(C2C=CC=CC=2)C2C=CC=CC=2)C=CC=CC=1.C1(P(C2C=CC=CC=2)C2C=CC=CC=2)C=CC=CC=1.C1(P(C2C=CC=CC=2)C2C=CC=CC=2)C=CC=CC=1.[Pd]. The product is [CH3:1][S:2][C:3]1[N:4]=[CH:5][C:6]([C:19]2[N:20]=[C:21]3[C:26](=[CH:27][CH:28]=2)[N:25]=[CH:24][C:23]2[CH:29]=[CH:30][C:31](=[O:43])[N:32]([C:33]4[CH:38]=[CH:37][CH:36]=[C:35]([C:39]([F:41])([F:40])[F:42])[CH:34]=4)[C:22]3=2)=[CH:7][CH:8]=1. The yield is 0.413.